Dataset: Full USPTO retrosynthesis dataset with 1.9M reactions from patents (1976-2016). Task: Predict the reactants needed to synthesize the given product. (1) Given the product [NH2:10][C:8]1[S:9][C:5]([S:2]([NH2:1])(=[O:4])=[O:3])=[C:6]([CH3:14])[N:7]=1, predict the reactants needed to synthesize it. The reactants are: [NH2:1][S:2]([C:5]1[S:9][C:8]([NH:10]C(=O)C)=[N:7][C:6]=1[CH3:14])(=[O:4])=[O:3]. (2) The reactants are: [C-:1]#[N:2].[Na+].[F:4][C:5]([F:11])([F:10])[CH2:6][CH2:7][CH:8]=O.[C:12](=[O:15])([O-])[O-].[NH4+:16].[NH4+].[OH2:18]. Given the product [F:4][C:5]([F:11])([F:10])[CH2:6][CH2:7][CH:8]1[NH:16][C:1](=[O:18])[NH:2][C:12]1=[O:15], predict the reactants needed to synthesize it. (3) Given the product [S:1]1[CH2:2][CH:3]([N:6]([CH2:21][CH2:22][C:23]2[CH:28]=[CH:27][CH:26]=[CH:25][CH:24]=2)[C:7](=[O:20])[NH:8][C@@H:9]([CH2:13][C:14]2[CH:15]=[CH:16][CH:17]=[CH:18][CH:19]=2)[C:10]([OH:12])=[O:11])[CH2:4][S:5]1, predict the reactants needed to synthesize it. The reactants are: [SH:1][CH2:2][CH:3]([N:6]([CH2:21][CH2:22][C:23]1[CH:28]=[CH:27][CH:26]=[CH:25][CH:24]=1)[C:7](=[O:20])[NH:8][C@@H:9]([CH2:13][C:14]1[CH:19]=[CH:18][CH:17]=[CH:16][CH:15]=1)[C:10]([OH:12])=[O:11])[CH2:4][SH:5].N.